From a dataset of Full USPTO retrosynthesis dataset with 1.9M reactions from patents (1976-2016). Predict the reactants needed to synthesize the given product. (1) Given the product [NH2:12][C:11]1[N:9]([C:5]2[CH:6]=[CH:7][CH:8]=[C:3]([Br:2])[CH:4]=2)[N:10]=[C:14]([C:15]([O:17][CH2:18][CH3:19])=[O:16])[CH:13]=1, predict the reactants needed to synthesize it. The reactants are: Cl.[Br:2][C:3]1[CH:4]=[C:5]([NH:9][NH2:10])[CH:6]=[CH:7][CH:8]=1.[C:11](/[CH:13]=[C:14](\[O-])/[C:15]([O:17][CH2:18][CH3:19])=[O:16])#[N:12].[K+]. (2) Given the product [NH2:11][C:7]1[C:8]([OH:10])=[CH:9][C:2]([F:1])=[C:3]([CH:6]=1)[C:4]#[N:5], predict the reactants needed to synthesize it. The reactants are: [F:1][C:2]1[CH:9]=[C:8]([OH:10])[CH:7]=[CH:6][C:3]=1[C:4]#[N:5].[N+:11]([O-])(O)=O. (3) Given the product [F:10][C:5]1[CH:4]=[C:3]([C:18]2([OH:21])[CH2:19][CH2:20][C:15]3([O:14][CH2:13][CH2:12][O:11]3)[CH2:16][CH2:17]2)[CH:8]=[C:7]([F:9])[CH:6]=1, predict the reactants needed to synthesize it. The reactants are: [Mg].Br[C:3]1[CH:8]=[C:7]([F:9])[CH:6]=[C:5]([F:10])[CH:4]=1.[O:11]1[C:15]2([CH2:20][CH2:19][C:18](=[O:21])[CH2:17][CH2:16]2)[O:14][CH2:13][CH2:12]1.[Cl-].[NH4+]. (4) Given the product [F:19][C:16]([F:17])([F:18])[C:15]([NH:14][CH2:13][C:12]1[CH:21]=[CH:22][C:23]([F:24])=[C:10]([CH:4]2[CH2:3][CH:2]3[N:9]([C:39]([C:31]4[C:32]5[C:37](=[C:36]([CH3:38])[CH:35]=[CH:34][CH:33]=5)[N:29]([CH2:28][CH2:27][O:26][CH3:25])[CH:30]=4)=[O:40])[CH:6]([CH2:7][CH2:8]3)[CH2:5]2)[CH:11]=1)=[O:20], predict the reactants needed to synthesize it. The reactants are: Cl.[CH:2]12[NH:9][CH:6]([CH2:7][CH2:8]1)[CH2:5][CH:4]([C:10]1[CH:11]=[C:12]([CH:21]=[CH:22][C:23]=1[F:24])[CH2:13][NH:14][C:15](=[O:20])[C:16]([F:19])([F:18])[F:17])[CH2:3]2.[CH3:25][O:26][CH2:27][CH2:28][N:29]1[C:37]2[C:32](=[CH:33][CH:34]=[CH:35][C:36]=2[CH3:38])[C:31]([C:39](O)=[O:40])=[CH:30]1.CCN=C=NCCCN(C)C.Cl. (5) Given the product [CH3:1][N:2]([CH2:4][C:5]1[CH:6]=[CH:7][C:8]([NH:11]/[C:12](=[C:26]2\[C:27](=[O:36])[NH:28][C:29]3[C:34]\2=[CH:33][CH:32]=[C:31]([F:35])[CH:30]=3)/[C:13]2[CH:14]=[CH:15][C:16]([CH2:19][CH2:20][C:21]([OH:23])=[O:22])=[CH:17][CH:18]=2)=[CH:9][CH:10]=1)[CH3:3], predict the reactants needed to synthesize it. The reactants are: [CH3:1][N:2]([CH2:4][C:5]1[CH:10]=[CH:9][C:8]([NH:11]/[C:12](=[C:26]2\[C:27](=[O:36])[NH:28][C:29]3[C:34]\2=[CH:33][CH:32]=[C:31]([F:35])[CH:30]=3)/[C:13]2[CH:18]=[CH:17][C:16]([CH2:19][CH2:20][C:21]([O:23]CC)=[O:22])=[CH:15][CH:14]=2)=[CH:7][CH:6]=1)[CH3:3].[OH-].[Na+].Cl. (6) Given the product [F:20][C:21]1[CH:22]=[C:23]([CH:27]=[C:28]([N:30]2[CH2:31][CH2:32][CH2:33][CH2:34][CH2:35]2)[CH:29]=1)[C:6]([NH:7][C:8]1[C:17]2[C:12](=[CH:13][CH:14]=[CH:15][CH:16]=2)[C:11]([O:18][CH2:43][CH2:42][C:41]2[S:40][CH:39]=[N:38][C:37]=2[CH3:36])=[CH:10][CH:9]=1)=[O:19], predict the reactants needed to synthesize it. The reactants are: C(O[C:6](=[O:19])[NH:7][C:8]1[C:17]2[C:12](=[CH:13][CH:14]=[CH:15][CH:16]=2)[C:11]([OH:18])=[CH:10][CH:9]=1)(C)(C)C.[F:20][C:21]1[CH:22]=[C:23]([CH:27]=[C:28]([N:30]2[CH2:35][CH2:34][CH2:33][CH2:32][CH2:31]2)[CH:29]=1)C(O)=O.[CH3:36][C:37]1[N:38]=[CH:39][S:40][C:41]=1[CH2:42][CH2:43]O.